Dataset: Reaction yield outcomes from USPTO patents with 853,638 reactions. Task: Predict the reaction yield, written as a fraction of the theoretical maximum amount of product (1.0 means a 100% yield; for example, 0.34 means a 34% yield). (1) The reactants are [C:1]([NH:9][C:10]1[C:18]2[C:13](=[N:14][CH:15]=[C:16]([C:36]3[CH:41]=[CH:40][CH:39]=[CH:38][CH:37]=3)[C:17]=2[N:19]2[CH2:24][CH2:23][N:22]([C:25](=[O:35])[CH2:26][NH:27]C(=O)OC(C)(C)C)[CH2:21][CH2:20]2)[NH:12][CH:11]=1)(=[O:8])[C:2]1[CH:7]=[CH:6][CH:5]=[N:4][CH:3]=1.C(O)(C(F)(F)F)=O. The catalyst is C(Cl)Cl. The product is [NH2:27][CH2:26][C:25]([N:22]1[CH2:21][CH2:20][N:19]([C:17]2[C:16]([C:36]3[CH:37]=[CH:38][CH:39]=[CH:40][CH:41]=3)=[CH:15][N:14]=[C:13]3[NH:12][CH:11]=[C:10]([NH:9][C:1](=[O:8])[C:2]4[CH:7]=[CH:6][CH:5]=[N:4][CH:3]=4)[C:18]=23)[CH2:24][CH2:23]1)=[O:35]. The yield is 0.380. (2) The reactants are [NH2:1][C:2]1[CH:17]=[C:16]([Cl:18])[CH:15]=[CH:14][C:3]=1[C:4]([NH:6][C:7]1[CH:12]=[CH:11][C:10]([Cl:13])=[CH:9][N:8]=1)=[O:5].[C:19]([O:23][C:24]([NH:26][CH2:27][CH2:28][O:29][C:30]1[CH:38]=[C:37]([N:39]2[CH2:44][CH2:43][O:42][CH2:41][CH2:40]2)[CH:36]=[CH:35][C:31]=1[C:32](O)=[O:33])=[O:25])([CH3:22])([CH3:21])[CH3:20]. No catalyst specified. The product is [C:19]([O:23][C:24]([NH:26][CH2:27][CH2:28][O:29][C:30]1[CH:38]=[C:37]([N:39]2[CH2:44][CH2:43][O:42][CH2:41][CH2:40]2)[CH:36]=[CH:35][C:31]=1[C:32]([NH:1][C:2]1[CH:17]=[C:16]([Cl:18])[CH:15]=[CH:14][C:3]=1[C:4]([NH:6][C:7]1[CH:12]=[CH:11][C:10]([Cl:13])=[CH:9][N:8]=1)=[O:5])=[O:33])=[O:25])([CH3:22])([CH3:20])[CH3:21]. The yield is 0.740. (3) The reactants are [F:1][C:2]1[CH:7]=[CH:6][CH:5]=[C:4]([F:8])[C:3]=1[N:9]1[C:14]2[N:15]=[C:16](S(C)=O)[N:17]=[C:18]([C:19]3[CH:20]=[C:21]([CH:28]=[CH:29][C:30]=3[CH3:31])[C:22]([NH:24][CH:25]([CH3:27])[CH3:26])=[O:23])[C:13]=2[CH2:12][NH:11][C:10]1=[O:35].[CH3:36][N:37]([CH3:48])[CH2:38][CH2:39][CH2:40][N:41]([CH3:47])[CH2:42][CH2:43][CH2:44][NH:45][CH3:46].C(N(CC)CC)C. The catalyst is C(Cl)Cl. The product is [F:1][C:2]1[CH:7]=[CH:6][CH:5]=[C:4]([F:8])[C:3]=1[N:9]1[C:14]2[N:15]=[C:16]([N:45]([CH2:44][CH2:43][CH2:42][N:41]([CH2:40][CH2:39][CH2:38][N:37]([CH3:36])[CH3:48])[CH3:47])[CH3:46])[N:17]=[C:18]([C:19]3[CH:20]=[C:21]([CH:28]=[CH:29][C:30]=3[CH3:31])[C:22]([NH:24][CH:25]([CH3:27])[CH3:26])=[O:23])[C:13]=2[CH2:12][NH:11][C:10]1=[O:35]. The yield is 0.290. (4) The catalyst is CN(C)C=O. The reactants are [Br:1][C:2]1[CH:9]=[C:6]([CH:7]=[O:8])[C:5]([OH:10])=[CH:4][CH:3]=1.[C:11]([O:15][C:16]([N:18]1[CH2:23][CH2:22][CH:21](OS(C2C=CC(C)=CC=2)(=O)=O)[CH2:20][CH2:19]1)=[O:17])([CH3:14])([CH3:13])[CH3:12].C([O-])([O-])=O.[K+].[K+]. The product is [C:11]([O:15][C:16]([N:18]1[CH2:23][CH2:22][CH:21]([O:10][C:5]2[CH:4]=[CH:3][C:2]([Br:1])=[CH:9][C:6]=2[CH:7]=[O:8])[CH2:20][CH2:19]1)=[O:17])([CH3:14])([CH3:12])[CH3:13]. The yield is 0.510. (5) The product is [CH2:21]([N:23]1[C:4]([OH:14])=[CH:5][C:6]([C:7]2[CH:8]=[N:9][CH:10]=[CH:11][CH:12]=2)=[N:24]1)[CH3:22]. The reactants are C(O[C:4](=[O:14])[CH2:5][C:6](=O)[C:7]1[CH:8]=[N:9][CH:10]=[CH:11][CH:12]=1)C.C(O)(=O)C(O)=O.[CH2:21]([NH:23][NH2:24])[CH3:22]. The catalyst is CC(O)=O. The yield is 0.225.